Task: Predict the reaction yield, written as a fraction of the theoretical maximum amount of product (1.0 means a 100% yield; for example, 0.34 means a 34% yield).. Dataset: Reaction yield outcomes from USPTO patents with 853,638 reactions The reactants are Cl.[Cl:2][C:3]1[CH:17]=[CH:16][C:6]([CH2:7][C:8]2([CH2:14][NH2:15])[CH2:13][CH2:12][NH:11][CH2:10][CH2:9]2)=[CH:5][CH:4]=1.Cl[C:19]1[C:20]2[CH:27]=[CH:26][NH:25][C:21]=2[N:22]=[CH:23][N:24]=1.C(N(CC)CC)C. The catalyst is C(O)CCC. The product is [Cl:2][C:3]1[CH:17]=[CH:16][C:6]([CH2:7][C:8]2([CH2:14][NH2:15])[CH2:13][CH2:12][N:11]([C:19]3[C:20]4[CH:27]=[CH:26][NH:25][C:21]=4[N:22]=[CH:23][N:24]=3)[CH2:10][CH2:9]2)=[CH:5][CH:4]=1. The yield is 0.560.